From a dataset of Catalyst prediction with 721,799 reactions and 888 catalyst types from USPTO. Predict which catalyst facilitates the given reaction. (1) Reactant: O.[C:2]1([CH3:12])[CH:7]=[CH:6][C:5]([S:8]([OH:11])(=[O:10])=[O:9])=[CH:4][CH:3]=1.[F:13][CH2:14][C@H:15]1[CH2:19][CH2:18][N:17](C(OC(C)(C)C)=O)[CH2:16]1. Product: [CH3:12][C:2]1[CH:3]=[CH:4][C:5]([S:8]([OH:11])(=[O:10])=[O:9])=[CH:6][CH:7]=1.[F:13][CH2:14][C@H:15]1[CH2:19][CH2:18][NH:17][CH2:16]1. The catalyst class is: 8. (2) Reactant: C(O)(C(F)(F)F)=O.[F:8][C:9]1[CH:14]=[CH:13][CH:12]=[C:11]([F:15])[C:10]=1[C:16]1[S:17][CH:18]=[C:19]([C:21]([NH:23][C:24]2[C:25]([N:33]3[CH2:38][CH2:37][CH2:36][C@H:35]([NH:39]C(=O)OC(C)(C)C)[CH2:34]3)=[C:26]3[CH:32]=[CH:31][S:30][C:27]3=[N:28][CH:29]=2)=[O:22])[N:20]=1. Product: [NH2:39][C@H:35]1[CH2:36][CH2:37][CH2:38][N:33]([C:25]2[C:24]([NH:23][C:21]([C:19]3[N:20]=[C:16]([C:10]4[C:9]([F:8])=[CH:14][CH:13]=[CH:12][C:11]=4[F:15])[S:17][CH:18]=3)=[O:22])=[CH:29][N:28]=[C:27]3[S:30][CH:31]=[CH:32][C:26]=23)[CH2:34]1. The catalyst class is: 2. (3) The catalyst class is: 1. Reactant: [C:1]([NH:5][C:6](=[O:14])[C:7]1[CH:12]=[CH:11][N:10]=[CH:9][C:8]=1[CH3:13])([CH3:4])([CH3:3])[CH3:2].[Li]CCCC.C[O:21][C:22](=O)[C:23]1[CH:28]=[CH:27][N:26]=[C:25]([Cl:29])[CH:24]=1. Product: [C:1]([NH:5][C:6](=[O:14])[C:7]1[CH:12]=[CH:11][N:10]=[CH:9][C:8]=1[CH2:13][C:22]([C:23]1[CH:28]=[CH:27][N:26]=[C:25]([Cl:29])[CH:24]=1)=[O:21])([CH3:4])([CH3:3])[CH3:2]. (4) Reactant: [F:1][C:2]1[CH:10]=[CH:9][C:8]2[NH:7][C:6]3[CH:11]=[N:12][N:13]([CH:14]4[CH2:19][CH2:18][CH2:17][CH2:16][O:15]4)[C:5]=3[C:4]=2[CH:3]=1.Br[C:21]1[C:22]([CH3:33])=[N:23][C:24]([N:27]2[CH2:31][CH2:30][C@H:29]([OH:32])[CH2:28]2)=[N:25][CH:26]=1.C([O-])([O-])=O.[Cs+].[Cs+]. Product: [F:1][C:2]1[CH:10]=[CH:9][C:8]2[N:7]([C:21]3[C:22]([CH3:33])=[N:23][C:24]([N:27]4[CH2:31][CH2:30][C@H:29]([OH:32])[CH2:28]4)=[N:25][CH:26]=3)[C:6]3[CH:11]=[N:12][N:13]([CH:14]4[CH2:19][CH2:18][CH2:17][CH2:16][O:15]4)[C:5]=3[C:4]=2[CH:3]=1. The catalyst class is: 471. (5) Reactant: [CH3:1][N:2]1[C:7](=[O:8])[C:6]2[C:9]([C:23](O)=[O:24])=[C:10]([CH2:12][C:13]3[C:22]4[C:17](=[CH:18][CH:19]=[CH:20][CH:21]=4)[CH:16]=[CH:15][CH:14]=3)[S:11][C:5]=2[N:4]([CH2:26][CH:27]([CH3:29])[CH3:28])[C:3]1=[O:30].[NH2:31][CH2:32][CH2:33][OH:34].O.ON1C2C=CC=CC=2N=N1.Cl.CN(C)CCCN=C=NCC.Cl. Product: [CH3:12][CH2:10][CH2:9][CH:6]([CH3:7])[CH3:5].[OH:34][CH2:33][CH2:32][NH:31][C:23]([C:9]1[C:6]2[C:7](=[O:8])[N:2]([CH3:1])[C:3](=[O:30])[N:4]([CH2:26][CH:27]([CH3:29])[CH3:28])[C:5]=2[S:11][C:10]=1[CH2:12][C:13]1[C:14]2[C:19](=[CH:18][CH:17]=[CH:16][CH:15]=2)[CH:20]=[CH:21][CH:22]=1)=[O:24]. The catalyst class is: 4. (6) Reactant: [Br:1][C:2]1[C:3]([C:14]([F:17])([F:16])[F:15])=[CH:4][C:5]([C:8](=[O:13])[C:9]([F:12])([F:11])[F:10])=[N:6][CH:7]=1.[Si]([C:22]([F:25])([F:24])[F:23])(C)(C)C.CCCC[N+](CCCC)(CCCC)CCCC.[F-].Cl. Product: [Br:1][C:2]1[C:3]([C:14]([F:17])([F:15])[F:16])=[CH:4][C:5]([C:8]([OH:13])([C:22]([F:25])([F:24])[F:23])[C:9]([F:12])([F:11])[F:10])=[N:6][CH:7]=1. The catalyst class is: 1. (7) Reactant: [NH:1]1[C:9]2[C:4](=[CH:5][C:6]([C:10]([N:12]3[CH2:17][CH2:16][N:15]([CH:18]([CH3:20])[CH3:19])[CH2:14][CH2:13]3)=[O:11])=[CH:7][CH:8]=2)[CH:3]=[CH:2]1.[C:21]([O:25][C:26]([N:28]1[CH2:32][CH2:31][CH:30]([CH2:33]O)[CH2:29]1)=[O:27])([CH3:24])([CH3:23])[CH3:22].C(C=P(CCCC)(CCCC)CCCC)#N. Product: [C:21]([O:25][C:26]([N:28]1[CH2:32][CH2:31][CH:30]([CH2:33][N:1]2[C:9]3[C:4](=[CH:5][C:6]([C:10]([N:12]4[CH2:13][CH2:14][N:15]([CH:18]([CH3:20])[CH3:19])[CH2:16][CH2:17]4)=[O:11])=[CH:7][CH:8]=3)[CH:3]=[CH:2]2)[CH2:29]1)=[O:27])([CH3:24])([CH3:22])[CH3:23]. The catalyst class is: 11.